From a dataset of Full USPTO retrosynthesis dataset with 1.9M reactions from patents (1976-2016). Predict the reactants needed to synthesize the given product. (1) The reactants are: [CH3:1][O:2][C:3](=[O:13])[C:4]1[CH:9]=[C:8]([OH:10])[C:7]([OH:11])=[C:6]([OH:12])[CH:5]=1.[CH3:14]OS(OC)(=O)=O.[OH-].[Na+]. Given the product [OH:12][C:6]1[CH:5]=[C:4]([CH:9]=[C:8]([O:10][CH3:14])[C:7]=1[OH:11])[C:3]([O:2][CH3:1])=[O:13], predict the reactants needed to synthesize it. (2) The reactants are: [CH3:1][C@@H:2]([C@@H:12]1[C@@:16]2([CH3:33])[C@@H:17](O)[CH2:18][C@@H:19]3[C@@:24]4([CH3:30])[CH2:25][CH2:26][C@@H:27]([OH:29])[CH2:28][C@H:23]4[CH2:22][C@@H:21]([OH:31])[CH:20]3[C@@H:15]2[CH2:14][CH2:13]1)[CH2:3][CH2:4][C:5]([NH:7][CH2:8][C:9]([OH:11])=[O:10])=[O:6].C[C@@H]([C@@H]1[C@@]2(C)[C@@H](O)C[C@@H]3[C@@]4(C)CC[C@@H](O)C[C@H]4C[C@@H](O)[C@H]3[C@@H]2CC1)CCC(NCC([O-])=O)=O.O.O.[Na+:69].C[C@@H]([C@@H]1[C@@]2(C)[C@@H](O)C[C@@H]3[C@@]4(C)CC[C@@H](O)C[C@H]4CC[C@H]3[C@@H]2CC1)CCC(NCC(O)=O)=O.O.C[C@@H]([C@@H]1[C@@]2(C)[C@@H](O)CC3[C@@]4(C)CC[C@@H](O)CC4CCC3C2CC1)CCC(NCC([O-])=O)=O.[Na+].CCOC(CNC(CC[C@H]([C@@H]1[C@@]2(C)CC[C@@H]3[C@@]4(C)CC[C@@H](O)C[C@H]4CC[C@H]3[C@@H]2CC1)C)=O)=O. Given the product [CH3:1][C@@H:2]([C@@H:12]1[C@@:16]2([CH3:33])[CH2:17][CH2:18][C@@H:19]3[C@@:24]4([CH3:30])[CH2:25][CH2:26][C@@H:27]([OH:29])[CH2:28][C@H:23]4[CH2:22][C@@H:21]([OH:31])[C@H:20]3[C@@H:15]2[CH2:14][CH2:13]1)[CH2:3][CH2:4][C:5]([NH:7][CH2:8][C:9]([O-:11])=[O:10])=[O:6].[Na+:69], predict the reactants needed to synthesize it. (3) Given the product [CH3:59][N:60]([CH3:91])[CH2:61][CH2:62][N:63]([CH3:64])[C:108]1[N:107]=[C:106]([C:102]2[S:101][C:100]([NH:99][C:97](=[O:98])[NH:96][CH2:95][C:94]([N:93]([CH3:116])[CH3:92])=[O:115])=[N:104][C:103]=2[CH3:105])[CH:111]=[C:110]([CH3:113])[N:109]=1.[CH3:91][N:60]([CH3:59])[CH2:61][CH2:62][N:63]([CH3:90])[C:64]1[N:69]=[C:68]([C:70]2[S:74][C:73]([NH:75][C:76]([NH:78][CH2:79][CH2:80][C:81]3[O:45][C:16]([CH2:20][CH3:25])=[CH:17][N:82]=3)=[O:77])=[N:72][C:71]=2[CH3:88])[CH:67]=[CH:66][N:65]=1.[CH2:68]([C:67]1[O:98][C:49]([CH2:48][CH2:47][NH:46][C:44]([NH:43][C:41]2[S:42][C:38]([C:36]3[CH:35]=[CH:34][N:33]=[C:32]([NH:31][CH2:58][CH2:26][CH2:24][N:23]4[CH:25]=[CH:20][N:21]=[CH:22]4)[N:37]=3)=[C:39]([CH3:56])[N:40]=2)=[O:45])=[N:50][CH:66]=1)[CH3:70].[CH2:61]([N:60]1[CH:91]=[C:5]([CH2:8][CH2:9][NH:10][C:11]([NH:13][C:14]2[S:15][C:16]([C:20]3[CH:25]=[CH:24][N:23]=[C:22]([S:27]([CH3:29])=[O:28])[N:21]=3)=[C:17]([CH3:19])[N:18]=2)=[O:12])[N:6]=[CH:59]1)[CH3:62], predict the reactants needed to synthesize it. The reactants are: C(N1N=[N:6][C:5]([CH2:8][CH2:9][NH:10][C:11]([NH:13][C:14]2[S:15][C:16]([C:20]3[CH:25]=[C:24]([CH3:26])[N:23]=[C:22]([S:27]([CH3:29])=[O:28])[N:21]=3)=[C:17]([CH3:19])[N:18]=2)=[O:12])=N1)C.C[N:31]([CH3:58])[C:32]1[N:37]=[C:36]([C:38]2[S:42][C:41]([NH:43][C:44]([NH:46][CH2:47][CH2:48][C:49]3[N:50]=NN(CC)N=3)=[O:45])=[N:40][C:39]=2[CH3:56])[CH:35]=[C:34](C)[N:33]=1.[CH3:59][N:60]([CH3:91])[CH2:61][CH2:62][N:63]([CH3:90])[C:64]1[N:69]=[C:68]([C:70]2[S:74][C:73]([NH:75][C:76]([NH:78][CH2:79][CH2:80][C:81]3[N:82]=NN(CC)N=3)=[O:77])=[N:72][C:71]=2[CH3:88])[CH:67]=[C:66](C)[N:65]=1.[CH3:92][N:93]([CH3:116])[C:94](=[O:115])[CH2:95][NH:96][C:97]([NH:99][C:100]1[S:101][C:102]([C:106]2[C:111](S)=[C:110]([CH3:113])[N:109]=[C:108](C)[N:107]=2)=[C:103]([CH3:105])[N:104]=1)=[O:98]. (4) Given the product [CH3:31][N:14]([C:9]1[CH:10]=[CH:11][CH:12]=[CH:13][C:8]=1[N:3]1[CH:7]=[CH:6][CH:5]=[N:4]1)[C:15]([C:17]1[C:29]2[C:28](=[O:30])[C:27]3[C:22](=[CH:23][CH:24]=[CH:25][CH:26]=3)[C:21]=2[CH:20]=[CH:19][CH:18]=1)=[O:16], predict the reactants needed to synthesize it. The reactants are: [H-].[Na+].[N:3]1([C:8]2[CH:13]=[CH:12][CH:11]=[CH:10][C:9]=2[NH:14][C:15]([C:17]2[C:29]3[C:28](=[O:30])[C:27]4[C:22](=[CH:23][CH:24]=[CH:25][CH:26]=4)[C:21]=3[CH:20]=[CH:19][CH:18]=2)=[O:16])[CH:7]=[CH:6][CH:5]=[N:4]1.[CH3:31]I. (5) Given the product [C:1]1([C:7]2[O:11][C:10]([C:12]3[N:16]([C:17]4[CH:18]=[C:19]([CH:34]=[CH:35][CH:36]=4)[CH2:20][NH:21][C:22](=[O:33])[CH:23]([NH2:25])[CH3:24])[N:15]=[C:14]([C:37]([F:38])([F:39])[F:40])[CH:13]=3)=[N:9][N:8]=2)[CH:2]=[CH:3][CH:4]=[CH:5][CH:6]=1, predict the reactants needed to synthesize it. The reactants are: [C:1]1([C:7]2[O:11][C:10]([C:12]3[N:16]([C:17]4[CH:18]=[C:19]([CH:34]=[CH:35][CH:36]=4)[CH2:20][NH:21][C:22](=[O:33])[CH:23]([NH:25]C(=O)OC(C)(C)C)[CH3:24])[N:15]=[C:14]([C:37]([F:40])([F:39])[F:38])[CH:13]=3)=[N:9][N:8]=2)[CH:6]=[CH:5][CH:4]=[CH:3][CH:2]=1.FC(F)(F)C(O)=O. (6) Given the product [Cl:22][C:23]1[N:31]=[CH:30][CH:29]=[CH:28][C:24]=1[C:25]([CH:12]([C:13]([O:15][CH2:16][CH3:17])=[O:14])[C:11]([O:19][CH2:20][CH3:21])=[O:18])=[O:26], predict the reactants needed to synthesize it. The reactants are: [Cl-].[Mg+2].[Cl-].C(N(CC)CC)C.[C:11]([O:19][CH2:20][CH3:21])(=[O:18])[CH2:12][C:13]([O:15][CH2:16][CH3:17])=[O:14].[Cl:22][C:23]1[N:31]=[CH:30][CH:29]=[CH:28][C:24]=1[C:25](Cl)=[O:26].